Dataset: Peptide-MHC class II binding affinity with 134,281 pairs from IEDB. Task: Regression. Given a peptide amino acid sequence and an MHC pseudo amino acid sequence, predict their binding affinity value. This is MHC class II binding data. (1) The peptide sequence is EPAYFATAESVRDHL. The MHC is DRB1_1201 with pseudo-sequence DRB1_1201. The binding affinity (normalized) is 0.188. (2) The peptide sequence is RGKVVLIDFWAYPCI. The MHC is HLA-DPA10201-DPB10101 with pseudo-sequence HLA-DPA10201-DPB10101. The binding affinity (normalized) is 0.309. (3) The peptide sequence is LEVLNFDFQANAQLS. The MHC is DRB1_0802 with pseudo-sequence DRB1_0802. The binding affinity (normalized) is 0.223. (4) The peptide sequence is FLPVFLAQPPSGQRR. The MHC is HLA-DQA10401-DQB10402 with pseudo-sequence HLA-DQA10401-DQB10402. The binding affinity (normalized) is 0.346. (5) The peptide sequence is ITYVATATLPNYCRA. The MHC is DRB5_0101 with pseudo-sequence DRB5_0101. The binding affinity (normalized) is 0.610. (6) The binding affinity (normalized) is 0.299. The peptide sequence is RVDGLELKKLGEVSW. The MHC is DRB1_1101 with pseudo-sequence DRB1_1101. (7) The peptide sequence is LVWMACHSAAFEDLR. The MHC is DRB1_0301 with pseudo-sequence DRB1_0301. The binding affinity (normalized) is 0.0876. (8) The peptide sequence is KGGRKPARLIVFPDLGVRVC. The MHC is DRB1_1501 with pseudo-sequence DRB1_1501. The binding affinity (normalized) is 0.760. (9) The peptide sequence is AFKVADTAANAAPAN. The MHC is HLA-DPA10103-DPB10301 with pseudo-sequence HLA-DPA10103-DPB10301. The binding affinity (normalized) is 0.776.